Dataset: Catalyst prediction with 721,799 reactions and 888 catalyst types from USPTO. Task: Predict which catalyst facilitates the given reaction. Reactant: [OH:1][CH2:2][CH:3]1[CH2:7][N:6]([C@@H:8]([CH2:12][CH3:13])[C:9]([NH2:11])=[O:10])[C:5](=[O:14])[CH2:4]1.[C:15]1(O)[CH:20]=[CH:19][CH:18]=[CH:17][CH:16]=1.N(C(OCC)=O)=NC(OCC)=O.C1(P(C2C=CC=CC=2)C2C=CC=CC=2)C=CC=CC=1. Product: [O:14]=[C:5]1[CH2:4][CH:3]([CH2:2][O:1][C:15]2[CH:20]=[CH:19][CH:18]=[CH:17][CH:16]=2)[CH2:7][N:6]1[C@@H:8]([CH2:12][CH3:13])[C:9]([NH2:11])=[O:10]. The catalyst class is: 1.